Task: Predict the reactants needed to synthesize the given product.. Dataset: Full USPTO retrosynthesis dataset with 1.9M reactions from patents (1976-2016) Given the product [CH2:1]([O:8][N:9]=[C:10]1[CH2:14][N:13]([C:15]([C:30]2[CH:29]=[CH:28][C:27]([C:25]#[N:26])=[CH:35][CH:34]=2)=[O:17])[C@H:12]([C:22]([N:47]2[CH2:46][CH2:45][N:44]([C:39]3[CH:40]=[CH:41][C:42]([Cl:43])=[C:37]([Cl:36])[CH:38]=3)[CH2:49][CH2:48]2)=[O:24])[CH2:11]1)[C:2]1[CH:3]=[CH:4][CH:5]=[CH:6][CH:7]=1, predict the reactants needed to synthesize it. The reactants are: [CH2:1]([O:8][N:9]=[C:10]1[CH2:14][N:13]([C:15]([O:17]C(C)(C)C)=O)[C@H:12]([C:22]([OH:24])=O)[CH2:11]1)[C:2]1[CH:7]=[CH:6][CH:5]=[CH:4][CH:3]=1.[C:25]([C:27]1[CH:35]=[CH:34][C:30](C(Cl)=O)=[CH:29][CH:28]=1)#[N:26].[Cl:36][C:37]1[CH:38]=[C:39]([N:44]2[CH2:49][CH2:48][NH:47][CH2:46][CH2:45]2)[CH:40]=[CH:41][C:42]=1[Cl:43].